Dataset: NCI-60 drug combinations with 297,098 pairs across 59 cell lines. Task: Regression. Given two drug SMILES strings and cell line genomic features, predict the synergy score measuring deviation from expected non-interaction effect. (1) Drug 1: C1CCN(CC1)CCOC2=CC=C(C=C2)C(=O)C3=C(SC4=C3C=CC(=C4)O)C5=CC=C(C=C5)O. Drug 2: CN(C)N=NC1=C(NC=N1)C(=O)N. Cell line: SF-295. Synergy scores: CSS=-0.454, Synergy_ZIP=-2.34, Synergy_Bliss=-4.59, Synergy_Loewe=-4.51, Synergy_HSA=-4.43. (2) Drug 1: C1CCC(CC1)NC(=O)N(CCCl)N=O. Drug 2: CC1=C(C=C(C=C1)NC(=O)C2=CC=C(C=C2)CN3CCN(CC3)C)NC4=NC=CC(=N4)C5=CN=CC=C5. Cell line: MCF7. Synergy scores: CSS=13.1, Synergy_ZIP=0.671, Synergy_Bliss=4.88, Synergy_Loewe=1.29, Synergy_HSA=1.58. (3) Drug 1: CNC(=O)C1=CC=CC=C1SC2=CC3=C(C=C2)C(=NN3)C=CC4=CC=CC=N4. Drug 2: C1CCC(C1)C(CC#N)N2C=C(C=N2)C3=C4C=CNC4=NC=N3. Cell line: SN12C. Synergy scores: CSS=12.1, Synergy_ZIP=-1.85, Synergy_Bliss=2.49, Synergy_Loewe=3.93, Synergy_HSA=4.18.